Dataset: Peptide-MHC class I binding affinity with 185,985 pairs from IEDB/IMGT. Task: Regression. Given a peptide amino acid sequence and an MHC pseudo amino acid sequence, predict their binding affinity value. This is MHC class I binding data. The binding affinity (normalized) is 0.255. The MHC is HLA-A33:01 with pseudo-sequence HLA-A33:01. The peptide sequence is QKALFMHCK.